This data is from Full USPTO retrosynthesis dataset with 1.9M reactions from patents (1976-2016). The task is: Predict the reactants needed to synthesize the given product. (1) Given the product [Cl:21][CH2:17][C:5]1[C:6]([CH:9]2[CH2:14][CH2:13][C:12]([F:16])([F:15])[CH2:11][CH2:10]2)=[N:7][O:8][C:4]=1[CH:1]1[CH2:3][CH2:2]1, predict the reactants needed to synthesize it. The reactants are: [CH:1]1([C:4]2[O:8][N:7]=[C:6]([CH:9]3[CH2:14][CH2:13][C:12]([F:16])([F:15])[CH2:11][CH2:10]3)[C:5]=2[CH2:17]O)[CH2:3][CH2:2]1.S(Cl)([Cl:21])=O. (2) The reactants are: [ClH:1].[NH2:2][C:3]1[N:8]=[C:7]([NH:9][C:10]2[CH:18]=[CH:17][C:13]([C:14]([OH:16])=O)=[CH:12][CH:11]=2)[CH:6]=[C:5]([CH3:19])[N:4]=1.CCN=C=NCCCN(C)C.[NH2:31][C:32]1[CH:37]=[CH:36][C:35]([NH:38][C:39]2[C:48]3[C:43](=[CH:44][CH:45]=[C:46]([N:49]([CH3:51])[CH3:50])[CH:47]=3)[N:42]=[CH:41][CH:40]=2)=[CH:34][CH:33]=1.CO.CCOC(C)=O. Given the product [ClH:1].[ClH:1].[NH2:2][C:3]1[N:8]=[C:7]([NH:9][C:10]2[CH:11]=[CH:12][C:13]([C:14]([NH:31][C:32]3[CH:33]=[CH:34][C:35]([NH:38][C:39]4[C:48]5[C:43](=[CH:44][CH:45]=[C:46]([N:49]([CH3:51])[CH3:50])[CH:47]=5)[N:42]=[CH:41][CH:40]=4)=[CH:36][CH:37]=3)=[O:16])=[CH:17][CH:18]=2)[CH:6]=[C:5]([CH3:19])[N:4]=1, predict the reactants needed to synthesize it. (3) Given the product [CH3:11][C:12]1[C:17]([CH3:18])=[CH:16][CH:15]=[CH:14][C:13]=1[CH:19]([C:21]1[N:25]([CH2:2][C:3]2[CH:8]=[CH:7][CH:6]=[CH:5][C:4]=2[O:9][CH3:10])[CH:24]=[CH:23][N:22]=1)[CH3:20], predict the reactants needed to synthesize it. The reactants are: Br[CH2:2][C:3]1[CH:8]=[CH:7][CH:6]=[CH:5][C:4]=1[O:9][CH3:10].[CH3:11][C:12]1[C:17]([CH3:18])=[CH:16][CH:15]=[CH:14][C:13]=1[CH:19]([C:21]1[NH:22][CH:23]=[CH:24][N:25]=1)[CH3:20].C(=O)([O-])[O-].[Cs+].[Cs+].